From a dataset of Catalyst prediction with 721,799 reactions and 888 catalyst types from USPTO. Predict which catalyst facilitates the given reaction. (1) Reactant: O.O.O.O.C([O-])(=O)C.[Ni+2:9].C([O-])(=O)C.[N+:14]([C:17]1[CH:22]=[CH:21][CH:20]=[CH:19][C:18]=1[S:23]([NH:26][C:27]1[CH:32]=[CH:31][CH:30]=[CH:29][C:28]=1[C:33]1[CH:38]=[CH:37][CH:36]=[CH:35][N:34]=1)(=[O:25])=[O:24])([O-:16])=[O:15].[OH-].[Na+].CCCCC. Product: [N+:14]([C:17]1[CH:22]=[CH:21][CH:20]=[CH:19][C:18]=1[S:23]([NH:26][C:27]1[CH:32]=[CH:31][CH:30]=[CH:29][C:28]=1[C:33]1[CH:38]=[CH:37][CH:36]=[CH:35][N:34]=1)(=[O:24])=[O:25])([O-:16])=[O:15].[Ni:9]. The catalyst class is: 17. (2) Reactant: [CH3:1][O:2][C:3]1[C:11]2[N:10]=[C:9]([C:12]([F:15])([F:14])[F:13])[NH:8][C:7]=2[C:6]([C:16](=O)[CH:17]([CH3:22])[CH2:18][C:19]([OH:21])=O)=[CH:5][CH:4]=1.O.[NH2:25][NH2:26]. Product: [CH3:1][O:2][C:3]1[C:11]2[N:10]=[C:9]([C:12]([F:15])([F:13])[F:14])[NH:8][C:7]=2[C:6]([C:16]2[CH:17]([CH3:22])[CH2:18][C:19](=[O:21])[NH:25][N:26]=2)=[CH:5][CH:4]=1. The catalyst class is: 8. (3) Reactant: [Cl:1][C:2]1[CH:10]=[C:9]2[C:5]([C:6]([C:12]3[N:13]=[C:14]4[C:20]([C:21]([OH:23])=O)=[CH:19][N:18]([CH2:24][O:25][CH2:26][CH2:27][Si:28]([CH3:31])([CH3:30])[CH3:29])[C:15]4=[N:16][CH:17]=3)=[N:7][N:8]2[CH3:11])=[CH:4][CH:3]=1.C(Cl)CCl.CCN(C(C)C)C(C)C.[NH2:45][C@H:46]1[CH2:51][CH2:50][C@H:49]([OH:52])[CH2:48][CH2:47]1. Product: [OH:52][C@H:49]1[CH2:50][CH2:51][C@H:46]([NH:45][C:21]([C:20]2[C:14]3[C:15](=[N:16][CH:17]=[C:12]([C:6]4[C:5]5[C:9](=[CH:10][C:2]([Cl:1])=[CH:3][CH:4]=5)[N:8]([CH3:11])[N:7]=4)[N:13]=3)[N:18]([CH2:24][O:25][CH2:26][CH2:27][Si:28]([CH3:29])([CH3:30])[CH3:31])[CH:19]=2)=[O:23])[CH2:47][CH2:48]1. The catalyst class is: 4. (4) Reactant: [OH:1][C:2]1[C:11]2[C:6](=[N:7][CH:8]=[CH:9][CH:10]=2)[N:5]([CH2:12][CH2:13][CH:14]([CH3:16])[CH3:15])[C:4](=[O:17])[C:3]=1[C:18]1[NH:23][C:22]2[CH:24]=[CH:25][C:26]([NH:28][S:29]([NH:32][C:33]3[CH:34]=[C:35]([CH:41]=[CH:42][CH:43]=3)[C:36]([O:38]CC)=[O:37])(=[O:31])=[O:30])=[CH:27][C:21]=2[S:20](=[O:45])(=[O:44])[N:19]=1. Product: [OH:1][C:2]1[C:11]2[C:6](=[N:7][CH:8]=[CH:9][CH:10]=2)[N:5]([CH2:12][CH2:13][CH:14]([CH3:15])[CH3:16])[C:4](=[O:17])[C:3]=1[C:18]1[NH:23][C:22]2[CH:24]=[CH:25][C:26]([NH:28][S:29]([NH:32][C:33]3[CH:34]=[C:35]([CH:41]=[CH:42][CH:43]=3)[C:36]([OH:38])=[O:37])(=[O:31])=[O:30])=[CH:27][C:21]=2[S:20](=[O:44])(=[O:45])[N:19]=1. The catalyst class is: 562. (5) Reactant: [NH:1]1[C:9]2[C:4](=[CH:5][CH:6]=[CH:7][CH:8]=2)[C:3](/[CH:10]=[CH:11]/[C:12]2[CH:17]=[CH:16][CH:15]=[CH:14][C:13]=2[NH2:18])=[N:2]1.CO[CH:21]1[CH2:25][CH2:24][CH:23](OC)O1.O. Product: [N:18]1([C:13]2[CH:14]=[CH:15][CH:16]=[CH:17][C:12]=2/[CH:11]=[CH:10]/[C:3]2[C:4]3[C:9](=[CH:8][CH:7]=[CH:6][CH:5]=3)[NH:1][N:2]=2)[CH:21]=[CH:25][CH:24]=[CH:23]1. The catalyst class is: 15. (6) Reactant: Br[CH:2]1[CH2:7][CH2:6][N:5]([S:8]([CH3:11])(=[O:10])=[O:9])[CH2:4][CH:3]1[OH:12].[N-:13]=[N+:14]=[N-:15].[Na+]. Product: [N:13]([CH:2]1[CH2:7][CH2:6][N:5]([S:8]([CH3:11])(=[O:10])=[O:9])[CH2:4][CH:3]1[OH:12])=[N+:14]=[N-:15]. The catalyst class is: 9. (7) Reactant: [CH3:1][N:2]([CH3:22])[C:3]1[CH:8]=[CH:7][C:6]([C:9]([C:13]2[CH:18]=[CH:17][C:16]([N:19]([CH3:21])[CH3:20])=[CH:15][CH:14]=2)=[C:10](Br)[CH3:11])=[CH:5][CH:4]=1.C1COCC1.C([Li])CCC.Cl[P:34]([C:41]1[CH:46]=[CH:45][CH:44]=[CH:43][CH:42]=1)[C:35]1[CH:40]=[CH:39][CH:38]=[CH:37][CH:36]=1. Product: [CH3:1][N:2]([CH3:22])[C:3]1[CH:8]=[CH:7][C:6]([C:9]([C:13]2[CH:18]=[CH:17][C:16]([N:19]([CH3:21])[CH3:20])=[CH:15][CH:14]=2)=[C:10]([P:34]([C:41]2[CH:42]=[CH:43][CH:44]=[CH:45][CH:46]=2)[C:35]2[CH:40]=[CH:39][CH:38]=[CH:37][CH:36]=2)[CH3:11])=[CH:5][CH:4]=1. The catalyst class is: 6.